This data is from Full USPTO retrosynthesis dataset with 1.9M reactions from patents (1976-2016). The task is: Predict the reactants needed to synthesize the given product. Given the product [C:26]([C:25]1[CH:28]=[CH:29][C:22]([N:16]2[C:17](=[O:21])[C:18]([CH3:20])([CH3:19])[N:14]([C:11]3[CH:10]=[CH:9][C:8]([C:5]4[CH:4]=[CH:3][C:2]([NH:1][CH2:40][CH2:41][CH2:42][CH2:43][O:44][CH2:45][C:46]([O:48][C:49]([CH3:50])([CH3:52])[CH3:51])=[O:47])=[CH:7][CH:6]=4)=[CH:13][CH:12]=3)[C:15]2=[S:34])=[CH:23][C:24]=1[C:30]([F:32])([F:33])[F:31])#[N:27], predict the reactants needed to synthesize it. The reactants are: [NH2:1][C:2]1[CH:7]=[CH:6][C:5]([C:8]2[CH:13]=[CH:12][C:11]([N:14]3[C:18]([CH3:20])([CH3:19])[C:17](=[O:21])[N:16]([C:22]4[CH:29]=[CH:28][C:25]([C:26]#[N:27])=[C:24]([C:30]([F:33])([F:32])[F:31])[CH:23]=4)[C:15]3=[S:34])=[CH:10][CH:9]=2)=[CH:4][CH:3]=1.C(O)(=O)C.O=[CH:40][CH2:41][CH2:42][CH2:43][O:44][CH2:45][C:46]([O:48][C:49]([CH3:52])([CH3:51])[CH3:50])=[O:47].C(O[BH-](OC(=O)C)OC(=O)C)(=O)C.[Na+].